This data is from Forward reaction prediction with 1.9M reactions from USPTO patents (1976-2016). The task is: Predict the product of the given reaction. (1) Given the reactants [N:1]1[CH:6]=[C:5]([C:7]2[C@:8]3([CH2:24][CH2:23][C@H:22]4[C@@H:13]([CH2:14][CH2:15][C:16]5[CH:17]=[C:18]([C:25]([O:27]C)=[O:26])[CH:19]=[CH:20][C:21]=54)[C@@H:10]3[CH2:11][CH:12]=2)[CH3:9])[CH:4]=[N:3][CH:2]=1.C1COCC1.[OH-].[Na+].C(O)(=O)CC(CC(O)=O)(C(O)=O)O, predict the reaction product. The product is: [N:1]1[CH:6]=[C:5]([C:7]2[C@:8]3([CH2:24][CH2:23][C@H:22]4[C@@H:13]([CH2:14][CH2:15][C:16]5[CH:17]=[C:18]([C:25]([OH:27])=[O:26])[CH:19]=[CH:20][C:21]=54)[C@@H:10]3[CH2:11][CH:12]=2)[CH3:9])[CH:4]=[N:3][CH:2]=1. (2) Given the reactants [O:1]1[CH:5]=[CH:4][CH:3]=[C:2]1[CH2:6][C:7]([O:9][CH2:10][CH3:11])=[O:8].[Br:12]Br.O.C(OCC)(=O)C, predict the reaction product. The product is: [Br:12][C:5]1[O:1][C:2]([CH2:6][C:7]([O:9][CH2:10][CH3:11])=[O:8])=[CH:3][CH:4]=1. (3) The product is: [CH:58]([NH:61][CH2:11][C@H:12]1[C@H:17]([C:18]2[CH:19]=[CH:20][C:21]([CH2:24][O:25][CH2:26][CH2:27][O:28][CH3:29])=[CH:22][CH:23]=2)[C@@H:16]([O:30][CH2:31][C:32]2[CH:33]=[CH:34][C:35]3[O:40][CH2:39][CH2:38][N:37]([CH2:41][CH2:42][CH2:43][O:44][CH3:45])[C:36]=3[CH:46]=2)[CH2:15][N:14]([S:47]([C:50]2[CH:51]=[CH:52][C:53]([CH3:56])=[CH:54][CH:55]=2)(=[O:49])=[O:48])[CH2:13]1)([CH3:60])[CH3:59]. Given the reactants C1(C)C=CC(S(O[CH2:11][C@H:12]2[C@H:17]([C:18]3[CH:23]=[CH:22][C:21]([CH2:24][O:25][CH2:26][CH2:27][O:28][CH3:29])=[CH:20][CH:19]=3)[C@@H:16]([O:30][CH2:31][C:32]3[CH:33]=[CH:34][C:35]4[O:40][CH2:39][CH2:38][N:37]([CH2:41][CH2:42][CH2:43][O:44][CH3:45])[C:36]=4[CH:46]=3)[CH2:15][N:14]([S:47]([C:50]3[CH:55]=[CH:54][C:53]([CH3:56])=[CH:52][CH:51]=3)(=[O:49])=[O:48])[CH2:13]2)(=O)=O)=CC=1.[CH:58]([NH2:61])([CH3:60])[CH3:59], predict the reaction product. (4) Given the reactants CN1CCN=C1[C:7]1[CH:12]=[CH:11][C:10]([NH:13][C:14](=[O:34])[CH:15]([C:27]2[CH:32]=[CH:31][CH:30]=[CH:29][C:28]=2[Br:33])[NH:16][C:17]([NH:19][C:20]2[CH:25]=[CH:24][C:23]([Cl:26])=[CH:22][CH:21]=2)=[O:18])=[CH:9][CH:8]=1.[CH3:35][N:36]([N:38]=C1C=CC(N)=CC1)[CH3:37].C(Cl)CCl, predict the reaction product. The product is: [CH3:35][N:36]([N:38]=[C:7]1[CH:12]=[CH:11][C:10]([NH:13][C:14](=[O:34])[CH:15]([C:27]2[CH:32]=[CH:31][CH:30]=[CH:29][C:28]=2[Br:33])[NH:16][C:17]([NH:19][C:20]2[CH:25]=[CH:24][C:23]([Cl:26])=[CH:22][CH:21]=2)=[O:18])=[CH:9][CH2:8]1)[CH3:37]. (5) Given the reactants [CH3:1][CH:2]([C:8](=O)[CH3:9])[C:3]([O:5]CC)=O.[C:11]([CH2:13][C:14]([NH2:16])=[O:15])#[N:12].[OH-].[K+].Cl, predict the reaction product. The product is: [OH:15][C:14]1[N:16]=[C:3]([OH:5])[C:2]([CH3:1])=[C:8]([CH3:9])[C:13]=1[C:11]#[N:12]. (6) Given the reactants [CH3:1][O:2][C:3]1[N:8]=[CH:7][C:6]([CH:9]=O)=[CH:5][N:4]=1.[CH3:11][O:12][C:13]1[CH:14]=[C:15]([CH:17]=[CH:18][CH:19]=1)[NH2:16], predict the reaction product. The product is: [CH3:11][O:12][C:13]1[CH:14]=[C:15]([CH:17]=[CH:18][CH:19]=1)[N:16]=[CH:9][C:6]1[CH:7]=[N:8][C:3]([O:2][CH3:1])=[N:4][CH:5]=1. (7) Given the reactants F[C:2]1[CH:9]=[C:8]([N:10]2[C:22]3[CH:21]=[CH:20][CH:19]=[C:18]([C:23]4[CH:24]=[N:25][C:26]5[C:31]([CH:32]=4)=[CH:30][CH:29]=[CH:28][CH:27]=5)[C:17]=3[C:16]3[C:11]2=[CH:12][CH:13]=[CH:14][CH:15]=3)[CH:7]=[CH:6][C:3]=1[C:4]#[N:5].C(=O)([O-])[O-].[K+].[K+].[NH2:39][CH2:40][CH2:41][C:42]1[CH:43]=[N:44][CH:45]=[CH:46][CH:47]=1.[OH-:48].[Na+].OO, predict the reaction product. The product is: [N:44]1[CH:45]=[CH:46][CH:47]=[C:42]([CH2:41][CH2:40][NH:39][C:2]2[CH:9]=[C:8]([N:10]3[C:22]4[CH:21]=[CH:20][CH:19]=[C:18]([C:23]5[CH:24]=[N:25][C:26]6[C:31]([CH:32]=5)=[CH:30][CH:29]=[CH:28][CH:27]=6)[C:17]=4[C:16]4[C:11]3=[CH:12][CH:13]=[CH:14][CH:15]=4)[CH:7]=[CH:6][C:3]=2[C:4]([NH2:5])=[O:48])[CH:43]=1. (8) Given the reactants [H-].[Al+3].[Li+].[H-].[H-].[H-].[CH2:7]([N:14]1[CH2:23][CH2:22][CH2:21][C:15]21[C:19](=O)[NH:18][CH2:17][CH2:16]2)[C:8]1[CH:13]=[CH:12][CH:11]=[CH:10][CH:9]=1.[OH-].[Na+].[H][H], predict the reaction product. The product is: [CH2:7]([N:14]1[C:15]2([CH2:16][CH2:17][NH:18][CH2:19]2)[CH2:21][CH2:22][CH2:23]1)[C:8]1[CH:9]=[CH:10][CH:11]=[CH:12][CH:13]=1. (9) Given the reactants C1C=CC(N([S:8]([C:11]([F:14])([F:13])[F:12])(=[O:10])=[O:9])[S:8]([C:11]([F:14])([F:13])[F:12])(=[O:10])=[O:9])=CC=1.[Br:22][C:23]1[CH:24]=[C:25]2[C:36]3([CH2:40][C:39]([F:42])([F:41])[C:38](=[O:43])[NH:37]3)[C:35]3[C:30](=[CH:31][CH:32]=[C:33]([OH:44])[CH:34]=3)[O:29][C:26]2=[N:27][CH:28]=1.C(=O)([O-])[O-].[Cs+].[Cs+].O, predict the reaction product. The product is: [F:12][C:11]([F:14])([F:13])[S:8]([O:44][C:33]1[CH:34]=[C:35]2[C:36]3([CH2:40][C:39]([F:42])([F:41])[C:38](=[O:43])[NH:37]3)[C:25]3[C:26](=[N:27][CH:28]=[C:23]([Br:22])[CH:24]=3)[O:29][C:30]2=[CH:31][CH:32]=1)(=[O:10])=[O:9].